This data is from Reaction yield outcomes from USPTO patents with 853,638 reactions. The task is: Predict the reaction yield, written as a fraction of the theoretical maximum amount of product (1.0 means a 100% yield; for example, 0.34 means a 34% yield). The reactants are [CH3:1][Si](C=[N+]=[N-])(C)C.[F:8][C:9]1[CH:10]=[C:11]([CH:15]=[CH:16][C:17]=1[N+:18]([O-:20])=[O:19])[C:12]([OH:14])=[O:13]. The catalyst is CO. The product is [F:8][C:9]1[CH:10]=[C:11]([CH:15]=[CH:16][C:17]=1[N+:18]([O-:20])=[O:19])[C:12]([O:14][CH3:1])=[O:13]. The yield is 0.870.